From a dataset of Forward reaction prediction with 1.9M reactions from USPTO patents (1976-2016). Predict the product of the given reaction. Given the reactants [CH2:1]([O:8][C:9]1[C:10]([NH:19]C(=O)C)=[CH:11][C:12]2[C:17]([CH:18]=1)=[CH:16][CH:15]=[CH:14][CH:13]=2)[C:2]1[CH:7]=[CH:6][CH:5]=[CH:4][CH:3]=1.[OH-].[K+], predict the reaction product. The product is: [CH2:1]([O:8][C:9]1[C:10]([NH2:19])=[CH:11][C:12]2[C:17]([CH:18]=1)=[CH:16][CH:15]=[CH:14][CH:13]=2)[C:2]1[CH:3]=[CH:4][CH:5]=[CH:6][CH:7]=1.